Dataset: Full USPTO retrosynthesis dataset with 1.9M reactions from patents (1976-2016). Task: Predict the reactants needed to synthesize the given product. (1) Given the product [CH2:26]([N:23]1[CH2:24][CH2:25][CH:20]([O:19][C:18]2[C:13]3[C:12]4[CH:30]=[C:31]([CH3:35])[CH:32]=[N:33][C:11]=4[NH:10][C:14]=3[CH:15]=[N:16][C:17]=2[C:28]#[N:29])[CH2:21][CH2:22]1)[CH3:27], predict the reactants needed to synthesize it. The reactants are: C1(S([N:10]2[C:14]3[CH:15]=[N:16][C:17]([C:28]#[N:29])=[C:18]([O:19][CH:20]4[CH2:25][CH2:24][N:23]([CH2:26][CH3:27])[CH2:22][CH2:21]4)[C:13]=3[C:12]3[CH:30]=[C:31](Br)[CH:32]=[N:33][C:11]2=3)(=O)=O)C=CC=CC=1.[CH3:35]B1OB(C)OB(C)O1.C(=O)([O-])[O-].[Cs+].[Cs+]. (2) Given the product [C:23]([O:26][CH2:27][CH2:28][CH2:29][CH2:30][CH2:31][CH2:32][CH2:33][CH2:34][S:35][C:36]1[CH:41]=[CH:40][NH:39][C:38](=[S:10])[C:37]=1[CH3:43])(=[O:25])[CH3:24], predict the reactants needed to synthesize it. The reactants are: COC1C=CC(P2(SP(C3C=CC(OC)=CC=3)(=S)S2)=[S:10])=CC=1.[C:23]([O:26][CH2:27][CH2:28][CH2:29][CH2:30][CH2:31][CH2:32][CH2:33][CH2:34][S:35][C:36]1[CH:41]=[CH:40][NH:39][C:38](=O)[C:37]=1[CH3:43])(=[O:25])[CH3:24]. (3) The reactants are: [O:1]1[CH:5]=[C:4]([C:6]2[CH:15]=[CH:14][C:9]([O:10][CH2:11][CH2:12][NH2:13])=[CH:8][CH:7]=2)[N:3]=[CH:2]1.[F-].C([N+:21]([CH2:30][CH2:31][CH2:32][CH3:33])([CH2:26][CH2:27][CH2:28]C)CCCC)CCC.[OH2:34].CO.ClCCl. Given the product [O:1]1[CH:5]=[C:4]([C:6]2[CH:15]=[CH:14][C:9]([O:10][CH2:11][CH2:12][NH:13][CH2:33][C@@H:32]([C:31]3[CH:30]=[N:21][CH:26]=[CH:27][CH:28]=3)[OH:34])=[CH:8][CH:7]=2)[N:3]=[CH:2]1, predict the reactants needed to synthesize it. (4) Given the product [CH3:15][C:13](=[CH2:14])[C:12]([O:17][CH2:18][CH2:19][NH:20][C:21]([O:7][CH2:6][C:5]1[CH:8]=[CH:9][CH:10]=[CH:11][C:4]=1[N+:1]([O-:3])=[O:2])=[O:22])=[O:16], predict the reactants needed to synthesize it. The reactants are: [N+:1]([C:4]1[CH:11]=[CH:10][CH:9]=[CH:8][C:5]=1[CH2:6][OH:7])([O-:3])=[O:2].[C:12]([O:17][CH2:18][CH2:19][N:20]=[C:21]=[O:22])(=[O:16])[C:13]([CH3:15])=[CH2:14].[N-]=C=O.